Dataset: Full USPTO retrosynthesis dataset with 1.9M reactions from patents (1976-2016). Task: Predict the reactants needed to synthesize the given product. Given the product [Br:30][C:31]1[CH:40]=[CH:39][C:38]2[N:37]=[C:36]([Cl:18])[C:35]3=[N:42][N:43]([CH2:45][C:46]4[CH:51]=[CH:50][C:49]([O:52][CH3:53])=[CH:48][CH:47]=4)[CH:44]=[C:34]3[C:33]=2[CH:32]=1, predict the reactants needed to synthesize it. The reactants are: C(OC(=O)C(C1C2C(=CC=C(Br)C=2)NC=1)=O)C.[ClH:18].CON(CC1C=CC=CC=1)N.[Br:30][C:31]1[CH:40]=[CH:39][C:38]2[NH:37][C:36](=O)[C:35]3=[N:42][N:43]([CH2:45][C:46]4[CH:51]=[CH:50][C:49]([O:52][CH3:53])=[CH:48][CH:47]=4)[CH:44]=[C:34]3[C:33]=2[CH:32]=1.